From a dataset of Full USPTO retrosynthesis dataset with 1.9M reactions from patents (1976-2016). Predict the reactants needed to synthesize the given product. (1) Given the product [CH2:13]([NH:1][C:2]1[CH:11]=[C:10]([F:12])[CH:9]=[CH:8][C:3]=1[C:4]([O:6][CH3:7])=[O:5])[C:14]1[CH:19]=[CH:18][CH:17]=[CH:16][CH:15]=1, predict the reactants needed to synthesize it. The reactants are: [NH2:1][C:2]1[CH:11]=[C:10]([F:12])[CH:9]=[CH:8][C:3]=1[C:4]([O:6][CH3:7])=[O:5].[CH:13](=O)[C:14]1[CH:19]=[CH:18][CH:17]=[CH:16][CH:15]=1.C(O[BH-](OC(=O)C)OC(=O)C)(=O)C.[Na+].C(O)(=O)C. (2) Given the product [OH:3][C:4]1[CH:5]=[C:6]([CH:9]=[CH:10][C:11]=1[O:12][CH2:13][CH2:14][N:15]1[CH2:16][CH2:17][O:18][CH2:19][CH2:20]1)[CH:7]=[O:8], predict the reactants needed to synthesize it. The reactants are: Cl.C[O:3][C:4]1[CH:5]=[C:6]([CH:9]=[CH:10][C:11]=1[O:12][CH2:13][CH2:14][N:15]1[CH2:20][CH2:19][O:18][CH2:17][CH2:16]1)[CH:7]=[O:8].N[C@@H](C(O)=O)CCSC. (3) Given the product [CH2:28]([O:19][C:16]1[CH:17]=[C:18]2[C:13]([CH:12]=[CH:11][CH:10]=[C:9]2/[N:8]=[CH:7]/[C:1]2[CH:6]=[CH:5][CH:4]=[CH:3][CH:2]=2)=[CH:14][CH:15]=1)[CH:27]=[CH2:26], predict the reactants needed to synthesize it. The reactants are: [C:1]1(/[CH:7]=[N:8]/[C:9]2[CH:10]=[CH:11][CH:12]=[C:13]3[C:18]=2[CH:17]=[C:16]([OH:19])[CH:15]=[CH:14]3)[CH:6]=[CH:5][CH:4]=[CH:3][CH:2]=1.C([O-])([O-])=O.[K+].[K+].[CH2:26](Br)[CH:27]=[CH2:28].O.